The task is: Predict the reaction yield, written as a fraction of the theoretical maximum amount of product (1.0 means a 100% yield; for example, 0.34 means a 34% yield).. This data is from Reaction yield outcomes from USPTO patents with 853,638 reactions. (1) The reactants are [C:1]([C:3]1[CH:8]=[CH:7][C:6](B(O)O)=[CH:5][N:4]=1)#[N:2].I[C:13]1[C:21]2[C:16](=[N:17][CH:18]=[N:19][C:20]=2[NH2:22])[N:15]([CH:23]([CH3:25])[CH3:24])[N:14]=1.C([O-])([O-])=O.[Na+].[Na+]. The catalyst is CCO.COCCOC.C1C=CC([P]([Pd]([P](C2C=CC=CC=2)(C2C=CC=CC=2)C2C=CC=CC=2)([P](C2C=CC=CC=2)(C2C=CC=CC=2)C2C=CC=CC=2)[P](C2C=CC=CC=2)(C2C=CC=CC=2)C2C=CC=CC=2)(C2C=CC=CC=2)C2C=CC=CC=2)=CC=1. The product is [NH2:22][C:20]1[N:19]=[CH:18][N:17]=[C:16]2[N:15]([CH:23]([CH3:25])[CH3:24])[N:14]=[C:13]([C:6]3[CH:7]=[CH:8][C:3]([C:1]#[N:2])=[N:4][CH:5]=3)[C:21]=12. The yield is 0.140. (2) The reactants are Cl.Cl[CH2:3][C:4]1[N:9]2[CH:10]=[CH:11][N:12]=[C:8]2[CH:7]=[CH:6][CH:5]=1.[NH2:13][CH2:14][CH2:15][CH2:16][NH2:17].C(N(CC)CC)C.C1C=CC(N([S:32]([C:35]([F:38])([F:37])[F:36])(=[O:34])=[O:33])[S:32]([C:35]([F:38])([F:37])[F:36])(=[O:34])=[O:33])=CC=1. The catalyst is C(#N)C. The product is [F:36][C:35]([F:38])([F:37])[S:32]([NH:13][CH2:14][CH2:15][CH2:16][NH:17][CH2:3][C:4]1[N:9]2[CH:10]=[CH:11][N:12]=[C:8]2[CH:7]=[CH:6][CH:5]=1)(=[O:34])=[O:33]. The yield is 0.630. (3) The reactants are FC(F)(F)C(O)=O.[CH3:8][N:9]1[CH2:13][CH2:12][CH2:11][C@H:10]1[CH2:14][O:15][C:16]1[CH:24]=[CH:23][C:19]([C:20](O)=[O:21])=[C:18]([N:25]([CH:32]2[CH2:37][CH2:36][O:35][CH2:34][CH2:33]2)C(=O)C(F)(F)F)[CH:17]=1.C(Cl)(=O)C(Cl)=O.CCN(C(C)C)C(C)C.[F:53][C:54]1[CH:55]=[C:56]([CH:68]=[C:69]([F:71])[CH:70]=1)[CH2:57][C:58]1[CH:59]=[C:60]2[C:64](=[CH:65][CH:66]=1)[NH:63][N:62]=[C:61]2[NH2:67]. The catalyst is C(Cl)Cl.CN(C=O)C.C1COCC1.CCOC(C)=O.CO. The product is [F:53][C:54]1[CH:55]=[C:56]([CH:68]=[C:69]([F:71])[CH:70]=1)[CH2:57][C:58]1[CH:59]=[C:60]2[C:64](=[CH:65][CH:66]=1)[NH:63][N:62]=[C:61]2[NH:67][C:20](=[O:21])[C:19]1[CH:23]=[CH:24][C:16]([O:15][CH2:14][C@@H:10]2[CH2:11][CH2:12][CH2:13][N:9]2[CH3:8])=[CH:17][C:18]=1[NH:25][CH:32]1[CH2:33][CH2:34][O:35][CH2:36][CH2:37]1. The yield is 0.450.